This data is from Forward reaction prediction with 1.9M reactions from USPTO patents (1976-2016). The task is: Predict the product of the given reaction. (1) The product is: [CH2:35]([O:34][C:21]1([O:37][CH2:38][CH3:39])[CH2:20][O:15][C:12]2[CH2:13][CH2:14][N:9]([CH2:8][C:7]3[CH:6]=[CH:5][C:4]([F:3])=[CH:18][CH:17]=3)[C:10](=[O:16])[C:11]=2[C:22]1=[O:23])[CH3:36]. Given the reactants [H-].[Na+].[F:3][C:4]1[CH:18]=[CH:17][C:7]([CH2:8][N:9]2[CH2:14][CH2:13][C:12](=[O:15])[CH2:11][C:10]2=[O:16])=[CH:6][CH:5]=1.Br[CH2:20][C:21]([O:37][CH2:38][CH3:39])([O:34][CH2:35][CH3:36])[C:22](OC1C=CC([N+]([O-])=O)=CC=1)=[O:23].[Cl-].[NH4+], predict the reaction product. (2) Given the reactants Cl.Cl.[NH:3]1[CH:7]=[C:6]([NH:8][C:9]([C:11]2[CH:16]=[C:15]([CH2:17][O:18][C:19]3[CH:24]=[CH:23][CH:22]=[CH:21][C:20]=3[C:25]([F:28])([F:27])[F:26])[CH:14]=[CH:13][N:12]=2)=[O:10])[CH:5]=[N:4]1.[H-].[Na+].Br[CH2:32][CH:33]([OH:36])[CH2:34][CH3:35].O, predict the reaction product. The product is: [OH:36][CH:33]([CH2:34][CH3:35])[CH2:32][N:3]1[CH:7]=[C:6]([NH:8][C:9]([C:11]2[CH:16]=[C:15]([CH2:17][O:18][C:19]3[CH:24]=[CH:23][CH:22]=[CH:21][C:20]=3[C:25]([F:26])([F:27])[F:28])[CH:14]=[CH:13][N:12]=2)=[O:10])[CH:5]=[N:4]1. (3) Given the reactants [I:1][C:2]1[CH:3]=[C:4]([C:9]([F:12])([F:11])[F:10])[C:5](O)=[N:6][CH:7]=1.O=P(Cl)(Cl)[Cl:15], predict the reaction product. The product is: [Cl:15][C:5]1[C:4]([C:9]([F:12])([F:11])[F:10])=[CH:3][C:2]([I:1])=[CH:7][N:6]=1.